Dataset: Catalyst prediction with 721,799 reactions and 888 catalyst types from USPTO. Task: Predict which catalyst facilitates the given reaction. (1) Reactant: C([O:8][C:9]1[CH:10]=[N:11][C:12]2[C:17]([C:18]=1[CH2:19][OH:20])=[N:16][C:15]([O:21][CH3:22])=[CH:14][CH:13]=2)C1C=CC=CC=1. Product: [OH:20][CH2:19][C:18]1[C:17]2[C:12](=[CH:13][CH:14]=[C:15]([O:21][CH3:22])[N:16]=2)[N:11]=[CH:10][C:9]=1[OH:8]. The catalyst class is: 43. (2) Product: [C:24]1([C:27]2[CH:28]=[CH:29][CH:30]=[CH:31][CH:32]=2)[CH:23]=[CH:22][C:21]([C@H:10]2[C@H:11]([NH:14][S:15]([CH:18]([CH3:20])[CH3:19])(=[O:17])=[O:16])[CH2:12][CH2:13][NH:8][CH2:9]2)=[CH:26][CH:25]=1. The catalyst class is: 2. Reactant: C(OC([N:8]1[CH2:13][CH2:12][C@@H:11]([NH:14][S:15]([CH:18]([CH3:20])[CH3:19])(=[O:17])=[O:16])[C@H:10]([C:21]2[CH:26]=[CH:25][C:24]([C:27]3[CH:32]=[CH:31][CH:30]=[CH:29][CH:28]=3)=[CH:23][CH:22]=2)[CH2:9]1)=O)(C)(C)C.C(O)(C(F)(F)F)=O. (3) Reactant: [CH3:1][C:2]1[O:6][N:5]=[C:4]([C:7]2[N:12]=[C:11]([NH:13]C(=O)C(C)(C)C)[CH:10]=[CH:9][CH:8]=2)[CH:3]=1. Product: [CH3:1][C:2]1[O:6][N:5]=[C:4]([C:7]2[N:12]=[C:11]([NH2:13])[CH:10]=[CH:9][CH:8]=2)[CH:3]=1. The catalyst class is: 500.